Dataset: Forward reaction prediction with 1.9M reactions from USPTO patents (1976-2016). Task: Predict the product of the given reaction. (1) Given the reactants [C:1]12([NH2:11])[CH2:10][CH:5]3[CH2:6][CH:7]([CH2:9][CH:3]([CH2:4]3)[CH2:2]1)[CH2:8]2.[O:12]1[CH:16]=[CH:15][C:14]([CH2:17][O:18][C:19]2[CH:26]=[CH:25][C:22]([CH:23]=O)=[CH:21][CH:20]=2)=[CH:13]1, predict the reaction product. The product is: [C:1]12([NH:11][CH2:23][C:22]3[CH:21]=[CH:20][C:19]([O:18][CH2:17][C:14]4[CH:15]=[CH:16][O:12][CH:13]=4)=[CH:26][CH:25]=3)[CH2:8][CH:7]3[CH2:6][CH:5]([CH2:4][CH:3]([CH2:9]3)[CH2:2]1)[CH2:10]2. (2) Given the reactants [NH2:1][CH2:2][C@@H:3]1[C@H:8]([CH3:9])[CH2:7][CH2:6][CH2:5][N:4]1[C:10]([C:12]1[C:17]([C:18]2[N:23]=[CH:22][CH:21]=[CH:20][N:19]=2)=[CH:16][CH:15]=[C:14]([CH3:24])[N:13]=1)=[O:11].Cl[C:26]1[N:27]=[N:28][C:29]([C:32]([F:35])([F:34])[F:33])=[CH:30][CH:31]=1, predict the reaction product. The product is: [CH3:9][C@@H:8]1[CH2:7][CH2:6][CH2:5][N:4]([C:10]([C:12]2[C:17]([C:18]3[N:23]=[CH:22][CH:21]=[CH:20][N:19]=3)=[CH:16][CH:15]=[C:14]([CH3:24])[N:13]=2)=[O:11])[C@@H:3]1[CH2:2][NH:1][C:26]1[N:27]=[N:28][C:29]([C:32]([F:35])([F:34])[F:33])=[CH:30][CH:31]=1. (3) Given the reactants [CH:1]12[CH2:10][CH:5]3[CH2:6][CH:7]([CH2:9][CH:3]([CH2:4]3)[CH:2]1[N:11]1[C:14](=[O:15])[C:13]([CH3:17])([CH3:16])[NH:12]1)[CH2:8]2.[CH3:18][C:19]1[CH:26]=[CH:25][C:22]([CH2:23]Br)=[CH:21][CH:20]=1, predict the reaction product. The product is: [CH3:16][C:13]1([CH3:17])[N:12]([CH2:18][C:19]2[CH:26]=[CH:25][C:22]([CH3:23])=[CH:21][CH:20]=2)[N:11]([CH:2]2[CH:3]3[CH2:4][CH:5]4[CH2:6][CH:7]([CH2:8][CH:1]2[CH2:10]4)[CH2:9]3)[C:14]1=[O:15]. (4) Given the reactants [F:1][C:2]1[C:7]([F:8])=[CH:6][CH:5]=[CH:4][C:3]=1[C:9](=[O:11])[CH3:10].[O:12]=[C:13]([C:19]([O:21][CH2:22][CH3:23])=[O:20])[C:14]([O:16][CH2:17][CH3:18])=[O:15], predict the reaction product. The product is: [F:1][C:2]1[C:7]([F:8])=[CH:6][CH:5]=[CH:4][C:3]=1[C:9](=[O:11])[CH2:10][C:13]([OH:12])([C:19]([O:21][CH2:22][CH3:23])=[O:20])[C:14]([O:16][CH2:17][CH3:18])=[O:15]. (5) Given the reactants [O:1]([C:8]1[CH:15]=[CH:14][C:11]([CH2:12][NH2:13])=[CH:10][CH:9]=1)[C:2]1[CH:7]=[CH:6][CH:5]=[CH:4][CH:3]=1.Cl[CH2:17][C:18]1[S:19][CH:20]=[C:21]([C:23](Cl)=[O:24])[N:22]=1.[F:26][C:27]([F:38])([F:37])[C:28]1[CH:36]=[CH:35][C:31]([C:32](Cl)=[O:33])=[CH:30][CH:29]=1.[NH2:39][C:40]1[CH:52]=[CH:51][C:43]2[O:44]C(C)(C)[O:46][C:47](=[O:48])[C:42]=2[CH:41]=1, predict the reaction product. The product is: [OH:44][C:43]1[CH:51]=[CH:52][C:40]([N:39]([CH2:17][C:18]2[S:19][CH:20]=[C:21]([C:23]([NH:13][CH2:12][C:11]3[CH:10]=[CH:9][C:8]([O:1][C:2]4[CH:3]=[CH:4][CH:5]=[CH:6][CH:7]=4)=[CH:15][CH:14]=3)=[O:24])[N:22]=2)[C:32](=[O:33])[C:31]2[CH:35]=[CH:36][C:28]([C:27]([F:38])([F:37])[F:26])=[CH:29][CH:30]=2)=[CH:41][C:42]=1[C:47]([OH:48])=[O:46]. (6) Given the reactants [CH3:1][CH:2]=[CH:3][CH2:4][CH2:5][CH2:6]C.C=C, predict the reaction product. The product is: [CH2:1]=[CH:2][CH2:3][CH2:4][CH2:5][CH3:6].[CH2:1]=[CH:2][CH3:3]. (7) Given the reactants [Cl:1][C:2]1[C:3]2[C:10]([N+:11]([O-])=O)=[CH:9][N:8]([C@@H:14]3[O:27][C@H:26]([CH2:28][O:29][C:30](=[O:32])[CH3:31])[C@@H:20]([O:21][C:22](=[O:25])[CH2:23][CH3:24])[C@H:15]3[O:16][C:17](=[O:19])[CH3:18])[C:4]=2[N:5]=[CH:6][N:7]=1.[C:33](O[C:33]([O:35][C:36]([CH3:39])([CH3:38])[CH3:37])=[O:34])([O:35][C:36]([CH3:39])([CH3:38])[CH3:37])=[O:34].[H][H], predict the reaction product. The product is: [C:36]([O:35][C:33]([NH:11][C:10]1[C:3]2[C:2]([Cl:1])=[N:7][CH:6]=[N:5][C:4]=2[N:8]([C@@H:14]2[O:27][C@H:26]([CH2:28][O:29][C:30](=[O:32])[CH3:31])[C@@H:20]([O:21][C:22](=[O:25])[CH2:23][CH3:24])[C@H:15]2[O:16][C:17](=[O:19])[CH3:18])[CH:9]=1)=[O:34])([CH3:39])([CH3:38])[CH3:37]. (8) Given the reactants [F:1]/[C:2](/[CH:6]1[CH2:11][CH2:10][CH:9]([CH2:12][CH2:13][CH3:14])[CH2:8][CH2:7]1)=[C:3](/[F:5])\I.[F:15][C:16]1[C:21]([F:22])=[C:20]([O:23][CH2:24][CH3:25])[CH:19]=[CH:18][C:17]=1B(O)O.C(=O)([O-])[O-].[Na+].[Na+].O, predict the reaction product. The product is: [F:5]/[C:3](/[C:17]1[CH:18]=[CH:19][C:20]([O:23][CH2:24][CH3:25])=[C:21]([F:22])[C:16]=1[F:15])=[C:2](/[F:1])\[CH:6]1[CH2:11][CH2:10][CH:9]([CH2:12][CH2:13][CH3:14])[CH2:8][CH2:7]1. (9) The product is: [C:1]([O:5][C:6]([N:8]1[CH2:13][CH2:12][CH2:11][CH2:10][CH:9]1[CH:14]=[O:15])=[O:7])([CH3:4])([CH3:3])[CH3:2]. Given the reactants [C:1]([O:5][C:6]([N:8]1[CH2:13][CH2:12][CH2:11][CH2:10][CH:9]1[CH2:14][OH:15])=[O:7])([CH3:4])([CH3:3])[CH3:2].CN1CCOCC1, predict the reaction product. (10) Given the reactants [O:1]=[C:2]1[CH2:6][CH2:5][CH2:4][CH:3]1[C:7]([O:9][CH2:10][CH3:11])=[O:8].[C:12]([O-])([O-])=O.[K+].[K+].CI, predict the reaction product. The product is: [CH3:12][C:3]1([C:7]([O:9][CH2:10][CH3:11])=[O:8])[CH2:4][CH2:5][CH2:6][C:2]1=[O:1].